From a dataset of Catalyst prediction with 721,799 reactions and 888 catalyst types from USPTO. Predict which catalyst facilitates the given reaction. Product: [CH3:1]/[C:2](/[CH2:6][CH2:7][CH:8]=[C:9]([CH3:11])[CH3:10])=[CH:3]\[C:4]([OH:18])=[O:5]. Reactant: [CH3:1]/[C:2](/[CH2:6][CH2:7][CH:8]=[C:9]([CH3:11])[CH3:10])=[CH:3]\[CH:4]=[O:5].CC(=CC)C.Cl([O-])=[O:18].[Na+].P(O)(O)([O-])=O.[Na+]. The catalyst class is: 58.